This data is from Forward reaction prediction with 1.9M reactions from USPTO patents (1976-2016). The task is: Predict the product of the given reaction. (1) Given the reactants [NH2:1][C:2]1[CH:35]=[CH:34][C:5]([O:6][CH2:7][C:8]2[N:12]([CH2:13][CH2:14][CH2:15][CH:16]3[CH2:21][CH2:20][CH2:19][N:18]([C:22]([O:24][C:25]([CH3:28])([CH3:27])[CH3:26])=[O:23])[CH2:17]3)[C:11]3[CH:29]=[CH:30][CH:31]=[C:32]([CH3:33])[C:10]=3[N:9]=2)=[CH:4][CH:3]=1.O1CCCC1.C(=O)([O-])[O-].[K+].[K+].[C:47](O[C:47]([O:49][C:50]([CH3:53])([CH3:52])[CH3:51])=[O:48])([O:49][C:50]([CH3:53])([CH3:52])[CH3:51])=[O:48], predict the reaction product. The product is: [C:50]([O:49][C:47]([NH:1][C:2]1[CH:3]=[CH:4][C:5]([O:6][CH2:7][C:8]2[N:12]([CH2:13][CH2:14][CH2:15][CH:16]3[CH2:21][CH2:20][CH2:19][N:18]([C:22]([O:24][C:25]([CH3:27])([CH3:28])[CH3:26])=[O:23])[CH2:17]3)[C:11]3[CH:29]=[CH:30][CH:31]=[C:32]([CH3:33])[C:10]=3[N:9]=2)=[CH:34][CH:35]=1)=[O:48])([CH3:53])([CH3:52])[CH3:51]. (2) Given the reactants [Cl:1][C:2]1[CH:7]=[CH:6][CH:5]=[C:4]([Cl:8])[C:3]=1[C:9](=[O:20])[C:10]([NH:12][CH2:13][C:14]1[CH:19]=[CH:18][CH:17]=[CH:16][N:15]=1)=O, predict the reaction product. The product is: [Cl:1][C:2]1[CH:7]=[CH:6][CH:5]=[C:4]([Cl:8])[C:3]=1[C:9]([C:10]1[N:15]2[CH:16]=[CH:17][CH:18]=[CH:19][C:14]2=[CH:13][N:12]=1)=[O:20]. (3) The product is: [Br:29][C:28]1[CH:27]=[CH:26][C:21]([C:22]([O:24][CH3:25])=[O:23])=[CH:20][C:19]=1/[CH:17]=[CH:6]/[C:5]1[CH:4]=[CH:3][C:2]([Cl:1])=[CH:16][CH:15]=1. Given the reactants [Cl:1][C:2]1[CH:16]=[CH:15][C:5]([CH2:6]P(=O)(OCC)OCC)=[CH:4][CH:3]=1.[CH:17]([C:19]1[CH:20]=[C:21]([CH:26]=[CH:27][C:28]=1[Br:29])[C:22]([O:24][CH3:25])=[O:23])=O, predict the reaction product. (4) Given the reactants [NH2:1][C:2]1[S:3][CH:4]=[C:5]([CH2:7][C:8]([O:10][CH2:11][CH3:12])=[O:9])[N:6]=1.[Cl:13][C:14]1[CH:15]=[C:16]([S:21](Cl)(=[O:23])=[O:22])[CH:17]=[CH:18][C:19]=1[CH3:20], predict the reaction product. The product is: [Cl:13][C:14]1[CH:15]=[C:16]([S:21]([NH:1][C:2]2[S:3][CH:4]=[C:5]([CH2:7][C:8]([O:10][CH2:11][CH3:12])=[O:9])[N:6]=2)(=[O:23])=[O:22])[CH:17]=[CH:18][C:19]=1[CH3:20].